This data is from Full USPTO retrosynthesis dataset with 1.9M reactions from patents (1976-2016). The task is: Predict the reactants needed to synthesize the given product. (1) Given the product [CH2:25]([N:8]1[CH2:9][CH:10]([C:12]2[CH:20]=[CH:19][CH:18]=[C:17]3[C:13]=2[CH:14]=[N:15][NH:16]3)[CH2:11]1)[CH:26]([CH3:28])[CH3:27], predict the reactants needed to synthesize it. The reactants are: FC(F)(F)C(O)=O.[NH:8]1[CH2:11][CH:10]([C:12]2[CH:20]=[CH:19][CH:18]=[C:17]3[C:13]=2[CH:14]=[N:15][NH:16]3)[CH2:9]1.N1CCC1.[CH:25](=O)[CH:26]([CH3:28])[CH3:27].C(O[BH-](OC(=O)C)OC(=O)C)(=O)C.[Na+]. (2) Given the product [CH3:5][N:4]([CH3:6])/[CH:3]=[CH:17]/[C:12](=[O:13])[CH:11]([O:15][CH3:16])[O:10][CH3:9], predict the reactants needed to synthesize it. The reactants are: CO[CH:3](OC)[N:4]([CH3:6])[CH3:5].[CH3:9][O:10][C:11]([O:15][CH3:16])(C)[CH:12]=[O:13].[CH2:17](O)C(C)C. (3) Given the product [NH2:1][C:2]1[C:3]([C:10]([O:12][CH3:13])=[O:11])=[N:4][C:5]([C:38]2[CH:39]=[CH:40][C:35]([C:33]#[N:34])=[CH:36][CH:37]=2)=[C:6]([C:18]2[CH:19]=[CH:20][C:15]([CH3:14])=[CH:16][CH:17]=2)[N:7]=1, predict the reactants needed to synthesize it. The reactants are: [NH2:1][C:2]1[C:3]([C:10]([O:12][CH3:13])=[O:11])=[N:4][C:5](Cl)=[C:6](Cl)[N:7]=1.[CH3:14][C:15]1[CH:20]=[CH:19][C:18](B(O)O)=[CH:17][CH:16]=1.C(=O)([O-])[O-].[Na+].[Na+].ClCCl.[C:33]([C:35]1[CH:40]=[CH:39][C:38](B(O)O)=[CH:37][CH:36]=1)#[N:34]. (4) Given the product [C:15]1([CH2:14][C@H:13]([NH2:21])[CH2:12][NH:11][C:10]2[C:5]3[S:4][CH:3]=[C:2]([N:29]4[CH:33]=[CH:32][CH:31]=[N:30]4)[C:6]=3[N:7]=[C:8]([C:22]3[CH:23]=[CH:24][N:25]=[CH:26][CH:27]=3)[N:9]=2)[CH:16]=[CH:17][CH:18]=[CH:19][CH:20]=1, predict the reactants needed to synthesize it. The reactants are: Br[C:2]1[C:6]2[N:7]=[C:8]([C:22]3[CH:27]=[CH:26][N:25]=[CH:24][CH:23]=3)[N:9]=[C:10]([NH:11][CH2:12][C@@H:13]([NH2:21])[CH2:14][C:15]3[CH:20]=[CH:19][CH:18]=[CH:17][CH:16]=3)[C:5]=2[S:4][C:3]=1C.[NH:29]1[CH:33]=[CH:32][CH:31]=[N:30]1.C(=O)([O-])[O-].[Cs+].[Cs+].